Dataset: Reaction yield outcomes from USPTO patents with 853,638 reactions. Task: Predict the reaction yield, written as a fraction of the theoretical maximum amount of product (1.0 means a 100% yield; for example, 0.34 means a 34% yield). The reactants are Br[C:2]1[CH:3]=[CH:4][C:5]([F:17])=[C:6]([NH:9][C:10]([C:12]2[S:13][CH:14]=[CH:15][CH:16]=2)=[O:11])[C:7]=1[F:8].[CH3:18][C:19]1[C:27](B2OC(C)(C)C(C)(C)O2)=[CH:26][C:22]2[N:23]=[CH:24][S:25][C:21]=2[CH:20]=1.C(=O)([O-])[O-].[Na+].[Na+].CC(=O)OCC.[Cl-].[Na+].O. The catalyst is COCCOC.CCO.O.[Pd].C1(P(C2C=CC=CC=2)C2C=CC=CC=2)C=CC=CC=1.C1(P(C2C=CC=CC=2)C2C=CC=CC=2)C=CC=CC=1.C1(P(C2C=CC=CC=2)C2C=CC=CC=2)C=CC=CC=1.C1(P(C2C=CC=CC=2)C2C=CC=CC=2)C=CC=CC=1. The product is [F:17][C:5]1[CH:4]=[CH:3][CH:2]=[C:7]([F:8])[C:6]=1[NH:9][C:10]([C:12]1[S:13][C:14]([C:27]2[C:19]([CH3:18])=[CH:20][C:21]3[S:25][CH:24]=[N:23][C:22]=3[CH:26]=2)=[CH:15][CH:16]=1)=[O:11]. The yield is 0.843.